This data is from Reaction yield outcomes from USPTO patents with 853,638 reactions. The task is: Predict the reaction yield, written as a fraction of the theoretical maximum amount of product (1.0 means a 100% yield; for example, 0.34 means a 34% yield). The reactants are [H-].[Na+].[C:3](#[N:5])[CH3:4].C[O:7][C:8]([C:10]1[O:11][C:12]([Br:15])=[CH:13][CH:14]=1)=O.Cl. The catalyst is C1COCC1. The product is [Br:15][C:12]1[O:11][C:10]([C:8](=[O:7])[CH2:4][C:3]#[N:5])=[CH:14][CH:13]=1. The yield is 0.750.